This data is from Peptide-MHC class I binding affinity with 185,985 pairs from IEDB/IMGT. The task is: Regression. Given a peptide amino acid sequence and an MHC pseudo amino acid sequence, predict their binding affinity value. This is MHC class I binding data. (1) The peptide sequence is VTDKTAYIGT. The MHC is HLA-A02:02 with pseudo-sequence HLA-A02:02. The binding affinity (normalized) is 0.0769. (2) The MHC is Mamu-B17 with pseudo-sequence Mamu-B17. The peptide sequence is ALAPVPIPF. The binding affinity (normalized) is 0.0698. (3) The peptide sequence is YVFPVIFSR. The MHC is HLA-B42:01 with pseudo-sequence HLA-B42:01. The binding affinity (normalized) is 0.187. (4) The MHC is HLA-B27:03 with pseudo-sequence HLA-B27:03. The peptide sequence is AFHQLVQVI. The binding affinity (normalized) is 0.0847. (5) The binding affinity (normalized) is 0. The peptide sequence is MHEDIISLW. The MHC is HLA-A01:01 with pseudo-sequence HLA-A01:01.